From a dataset of Peptide-MHC class II binding affinity with 134,281 pairs from IEDB. Regression. Given a peptide amino acid sequence and an MHC pseudo amino acid sequence, predict their binding affinity value. This is MHC class II binding data. (1) The peptide sequence is KLIEDINVGFKAAVA. The MHC is HLA-DQA10201-DQB10202 with pseudo-sequence HLA-DQA10201-DQB10202. The binding affinity (normalized) is 0.134. (2) The peptide sequence is LQIILSGKMAHLRKV. The MHC is DRB1_0401 with pseudo-sequence DRB1_0401. The binding affinity (normalized) is 0.686. (3) The peptide sequence is KASTGGAYESYKFIPALEAA. The MHC is DRB1_0701 with pseudo-sequence DRB1_0701. The binding affinity (normalized) is 0.593. (4) The peptide sequence is VCGMFTNRSGSQQW. The binding affinity (normalized) is 0.143. The MHC is DRB1_0301 with pseudo-sequence DRB1_0301. (5) The peptide sequence is VSLIAVIKGIINLYK. The MHC is DRB1_0701 with pseudo-sequence DRB1_0701. The binding affinity (normalized) is 0.566. (6) The peptide sequence is WVFSSVQPPKVPILL. The MHC is DRB1_1302 with pseudo-sequence DRB1_1302. The binding affinity (normalized) is 0.650. (7) The peptide sequence is PAAAYATATPAAATA. The MHC is HLA-DPA10201-DPB10101 with pseudo-sequence HLA-DPA10201-DPB10101. The binding affinity (normalized) is 0.197.